Dataset: Peptide-MHC class II binding affinity with 134,281 pairs from IEDB. Task: Regression. Given a peptide amino acid sequence and an MHC pseudo amino acid sequence, predict their binding affinity value. This is MHC class II binding data. (1) The peptide sequence is PSFAGLRPTFDTRLM. The binding affinity (normalized) is 0.0737. The MHC is HLA-DQA10401-DQB10402 with pseudo-sequence HLA-DQA10401-DQB10402. (2) The peptide sequence is SNLLRAIEAQQHLLQLTVWGIKQL. The MHC is HLA-DQA10103-DQB10603 with pseudo-sequence HLA-DQA10103-DQB10603. The binding affinity (normalized) is 0.533. (3) The peptide sequence is EKLQLKGTTYGVCSKAFK. The MHC is DRB1_0101 with pseudo-sequence DRB1_0101. The binding affinity (normalized) is 0.190. (4) The binding affinity (normalized) is 0.316. The peptide sequence is AYVATVSEALRIIAG. The MHC is HLA-DQA10501-DQB10201 with pseudo-sequence HLA-DQA10501-DQB10201. (5) The peptide sequence is PDKPSLDISLETVAID. The MHC is HLA-DQA10201-DQB10301 with pseudo-sequence HLA-DQA10201-DQB10301. The binding affinity (normalized) is 0.454.